Dataset: Forward reaction prediction with 1.9M reactions from USPTO patents (1976-2016). Task: Predict the product of the given reaction. (1) Given the reactants [CH:1](O)=[O:2].C(OC(=O)C)(=O)C.[NH2:11][C:12]1[CH:17]=[CH:16][C:15]([CH2:18][C:19]([O:21][CH3:22])=[O:20])=[CH:14][CH:13]=1.C(=O)(O)[O-].[Na+], predict the reaction product. The product is: [CH:1]([NH:11][C:12]1[CH:13]=[CH:14][C:15]([CH2:18][C:19]([O:21][CH3:22])=[O:20])=[CH:16][CH:17]=1)=[O:2]. (2) Given the reactants [CH2:1]([O:8][C:9]1[CH:10]=[C:11]([S:15][C:16]2[CH:23]=[CH:22][C:19]([CH:20]=O)=[C:18]([Cl:24])[CH:17]=2)[CH:12]=[CH:13][CH:14]=1)[C:2]1[CH:7]=[CH:6][CH:5]=[CH:4][CH:3]=1.C(OP([CH2:33][C:34]([O:36][CH2:37][CH3:38])=[O:35])(OCC)=O)C, predict the reaction product. The product is: [CH2:1]([O:8][C:9]1[CH:10]=[C:11]([S:15][C:16]2[CH:23]=[CH:22][C:19]([CH:20]=[CH:33][C:34]([O:36][CH2:37][CH3:38])=[O:35])=[C:18]([Cl:24])[CH:17]=2)[CH:12]=[CH:13][CH:14]=1)[C:2]1[CH:7]=[CH:6][CH:5]=[CH:4][CH:3]=1. (3) Given the reactants [Br:1][C:2]1[CH:3]=[C:4]2[N:10]=[C:9]([CH2:11][NH2:12])[S:8][C:5]2=[N:6][CH:7]=1.N1C=CC=CC=1.[CH3:19][S:20](Cl)(=[O:22])=[O:21], predict the reaction product. The product is: [Br:1][C:2]1[CH:3]=[C:4]2[N:10]=[C:9]([CH2:11][NH:12][S:20]([CH3:19])(=[O:22])=[O:21])[S:8][C:5]2=[N:6][CH:7]=1. (4) Given the reactants [BH4-].[Na+].[CH3:3][O:4][C:5]1[CH:19]=[CH:18][C:8]([O:9][C:10]2[CH:11]=[C:12]([CH:15]=[CH:16][CH:17]=2)[CH:13]=[O:14])=[CH:7][CH:6]=1, predict the reaction product. The product is: [CH3:3][O:4][C:5]1[CH:19]=[CH:18][C:8]([O:9][C:10]2[CH:11]=[C:12]([CH:15]=[CH:16][CH:17]=2)[CH2:13][OH:14])=[CH:7][CH:6]=1.